From a dataset of Forward reaction prediction with 1.9M reactions from USPTO patents (1976-2016). Predict the product of the given reaction. (1) The product is: [O:19]=[C:18]1[C:17]2([CH2:24][CH2:23][NH:22][CH2:21][CH2:20]2)[N:16]([C:35]2[CH:36]=[CH:37][CH:38]=[CH:39][CH:40]=2)[CH2:15][N:14]1[C:11]1[CH:10]=[CH:9][C:8]([C:6]([O:5][C:1]([CH3:2])([CH3:4])[CH3:3])=[O:7])=[CH:13][CH:12]=1. Given the reactants [C:1]([O:5][C:6]([C:8]1[CH:13]=[CH:12][C:11]([N:14]2[C:18](=[O:19])[C:17]3([CH2:24][CH2:23][N:22](C(OCC4C=CC=CC=4)=O)[CH2:21][CH2:20]3)[N:16]([C:35]3[CH:40]=[CH:39][CH:38]=[CH:37][CH:36]=3)[CH2:15]2)=[CH:10][CH:9]=1)=[O:7])([CH3:4])([CH3:3])[CH3:2], predict the reaction product. (2) Given the reactants [Br:1][C:2]1[CH:3]=[C:4]2[C:8](=[CH:9][CH:10]=1)[C:7](=[O:11])[N:6]([C@H:12](C(C)C)[C:13]([O:15][CH3:16])=[O:14])[CH2:5]2.BrC1C=CC(C(OC)=O)=C(CBr)C=1.Cl.COC(=O)CN, predict the reaction product. The product is: [Br:1][C:2]1[CH:3]=[C:4]2[C:8](=[CH:9][CH:10]=1)[C:7](=[O:11])[N:6]([CH2:12][C:13]([O:15][CH3:16])=[O:14])[CH2:5]2. (3) Given the reactants [F:1][C:2]1[CH:7]=[C:6]([F:8])[CH:5]=[CH:4][C:3]=1[C:9]1[N:10]=[C:11]2[N:15]([C:16]=1[C:17]1[CH:18]=[N:19][C:20]([NH:23][NH2:24])=[N:21][CH:22]=1)[CH:14]=[CH:13][O:12]2.[CH:25](=O)[CH:26]([CH3:28])[CH3:27].C(O)(=O)C.C(O)(=O)C.IC1C=CC=CC=1, predict the reaction product. The product is: [F:1][C:2]1[CH:7]=[C:6]([F:8])[CH:5]=[CH:4][C:3]=1[C:9]1[N:10]=[C:11]2[N:15]([C:16]=1[C:17]1[CH:18]=[N:19][C:20]3[N:21]([C:25]([CH:26]([CH3:28])[CH3:27])=[N:24][N:23]=3)[CH:22]=1)[CH:14]=[CH:13][O:12]2. (4) Given the reactants [C:1](Cl)(=[O:3])[CH3:2].[Cl:5][C:6]1[CH:7]=[CH:8][C:9]2[N:15]([CH2:16][C:17]([CH3:21])([CH3:20])[CH2:18][OH:19])[C:14](=[O:22])[C@@H:13]([CH2:23][C:24]([NH:26][C:27]3[CH:28]=[C:29]([CH2:33][CH2:34][C:35]([OH:37])=[O:36])[CH:30]=[CH:31][CH:32]=3)=[O:25])[O:12][C@H:11]([C:38]3[CH:43]=[CH:42][CH:41]=[C:40]([O:44][CH3:45])[C:39]=3[O:46][CH3:47])[C:10]=2[CH:48]=1.N1C=CC=CC=1.C(OCC)(=O)C, predict the reaction product. The product is: [C:1]([O:19][CH2:18][C:17]([CH3:21])([CH3:20])[CH2:16][N:15]1[C:9]2[CH:8]=[CH:7][C:6]([Cl:5])=[CH:48][C:10]=2[C@@H:11]([C:38]2[CH:43]=[CH:42][CH:41]=[C:40]([O:44][CH3:45])[C:39]=2[O:46][CH3:47])[O:12][C@H:13]([CH2:23][C:24]([NH:26][C:27]2[CH:28]=[C:29]([CH2:33][CH2:34][C:35]([OH:37])=[O:36])[CH:30]=[CH:31][CH:32]=2)=[O:25])[C:14]1=[O:22])(=[O:3])[CH3:2]. (5) Given the reactants [CH2:1]([N:3]1[C:7]2=[N:8][C:9]([CH2:60][CH3:61])=[C:10]([CH2:19][N:20]([CH2:22][C:23]3[CH:24]=[C:25]([C:29]([NH:31][CH2:32][C:33]4[CH:34]=[CH:35][C:36]([F:59])=[C:37]([C:39]5[CH:44]=[CH:43][CH:42]=[C:41]([CH2:45][N:46]6[CH2:51][CH2:50][N:49](C(OC(C)(C)C)=O)[CH2:48][CH2:47]6)[CH:40]=5)[CH:38]=4)=[O:30])[CH:26]=[CH:27][CH:28]=3)[CH3:21])[C:11]([NH:12][CH:13]3[CH2:18][CH2:17][O:16][CH2:15][CH2:14]3)=[C:6]2[CH:5]=[N:4]1)[CH3:2].C(O)(C(F)(F)F)=O.C([O-])(O)=O.[Na+], predict the reaction product. The product is: [CH2:1]([N:3]1[C:7]2=[N:8][C:9]([CH2:60][CH3:61])=[C:10]([CH2:19][N:20]([CH2:22][C:23]3[CH:24]=[C:25]([CH:26]=[CH:27][CH:28]=3)[C:29]([NH:31][CH2:32][C:33]3[CH:38]=[C:37]([C:39]4[CH:44]=[CH:43][CH:42]=[C:41]([CH2:45][N:46]5[CH2:51][CH2:50][NH:49][CH2:48][CH2:47]5)[CH:40]=4)[C:36]([F:59])=[CH:35][CH:34]=3)=[O:30])[CH3:21])[C:11]([NH:12][CH:13]3[CH2:14][CH2:15][O:16][CH2:17][CH2:18]3)=[C:6]2[CH:5]=[N:4]1)[CH3:2]. (6) Given the reactants [Na].[NH2:2][C:3]1[CH:8]=[CH:7][C:6]([Br:9])=[CH:5][C:4]=1[NH:10][CH2:11][CH2:12][C:13]([O:15]C)=O, predict the reaction product. The product is: [Br:9][C:6]1[CH:7]=[CH:8][C:3]2[NH:2][C:13](=[O:15])[CH2:12][CH2:11][NH:10][C:4]=2[CH:5]=1. (7) Given the reactants [CH3:1][CH:2]1[CH2:11][CH2:10][C:9]2[C:4](=[CH:5][CH:6]=[CH:7][C:8]=2[O:12][C:13]2[CH:18]=[CH:17][CH:16]=[CH:15][CH:14]=2)[NH:3]1.[Br:19]N1C(=O)CCC1=O, predict the reaction product. The product is: [Br:19][C:7]1[C:8]([O:12][C:13]2[CH:18]=[CH:17][CH:16]=[CH:15][CH:14]=2)=[C:9]2[C:4](=[CH:5][CH:6]=1)[NH:3][CH:2]([CH3:1])[CH2:11][CH2:10]2. (8) Given the reactants C(OC([NH:8][CH:9]([C:37]([OH:39])=[O:38])[CH2:10][CH2:11][CH2:12][CH2:13][NH:14][S:15]([C:18]1[C:19]([OH:36])=[C:20]([NH:25][C:26]([NH:28][C:29]2[CH:34]=[CH:33][CH:32]=[CH:31][C:30]=2[Cl:35])=[O:27])[CH:21]=[CH:22][C:23]=1[Cl:24])(=[O:17])=[O:16])=O)(C)(C)C, predict the reaction product. The product is: [ClH:24].[NH2:8][CH:9]([C:37]([OH:39])=[O:38])[CH2:10][CH2:11][CH2:12][CH2:13][NH:14][S:15]([C:18]1[C:19]([OH:36])=[C:20]([NH:25][C:26]([NH:28][C:29]2[CH:34]=[CH:33][CH:32]=[CH:31][C:30]=2[Cl:35])=[O:27])[CH:21]=[CH:22][C:23]=1[Cl:24])(=[O:17])=[O:16].